This data is from Catalyst prediction with 721,799 reactions and 888 catalyst types from USPTO. The task is: Predict which catalyst facilitates the given reaction. (1) Reactant: [NH2:1][C:2]1[CH:10]=[CH:9][CH:8]=[C:7]([F:11])[C:3]=1[C:4](O)=[O:5].[H-].[Al+3].[Li+].[H-].[H-].[H-].[Cl-].[NH4+]. Product: [NH2:1][C:2]1[CH:10]=[CH:9][CH:8]=[C:7]([F:11])[C:3]=1[CH2:4][OH:5]. The catalyst class is: 7. (2) Reactant: [Cl:1][C:2]1[N:10]=[C:9]2[C:5]([NH:6][CH:7]=[N:8]2)=[C:4](Cl)[N:3]=1.[CH3:12][O:13][C:14](=[O:22])[C:15]1[CH:20]=[CH:19][CH:18]=[C:17]([NH2:21])[CH:16]=1.C(O)(C)C. Product: [CH3:12][O:13][C:14](=[O:22])[C:15]1[CH:20]=[CH:19][CH:18]=[C:17]([NH:21][C:4]2[N:3]=[C:2]([Cl:1])[N:10]=[C:9]3[C:5]=2[N:6]=[CH:7][NH:8]3)[CH:16]=1. The catalyst class is: 709.